From a dataset of Forward reaction prediction with 1.9M reactions from USPTO patents (1976-2016). Predict the product of the given reaction. (1) Given the reactants CN([C:4]1[CH:9]=[CH:8][CH:7]=[CH:6][N:5]=1)C.Cl.[CH2:11](N=C=NCCCN(C)C)[CH3:12].[CH3:22][O:23][C:24]1[C:25](=[O:48])[C:26]([CH3:47])=[C:27]([CH2:33][C:34]2[CH:35]=[CH:36][C:37]([O:43]C(=O)C)=[C:38]([CH:42]=2)[C:39](O)=[O:40])[C:28](=[O:32])[C:29]=1[O:30][CH3:31].[CH2:49](Cl)Cl, predict the reaction product. The product is: [CH3:22][O:23][C:24]1[C:25](=[O:48])[C:26]([CH3:47])=[C:27]([CH2:33][C:34]2[CH:35]=[CH:36][C:37]([OH:43])=[C:38]([CH:42]=2)[C:39]([NH:5][C@H:6]([C:7]2[CH:12]=[CH:11][CH:4]=[CH:9][CH:8]=2)[CH3:49])=[O:40])[C:28](=[O:32])[C:29]=1[O:30][CH3:31]. (2) Given the reactants [OH-].[Na+].[CH3:3][C:4]1[C:5]([CH2:12][CH:13]=[CH2:14])=[C:6]([OH:11])[CH:7]=[C:8]([CH3:10])[CH:9]=1.S(C1C=CC(C)=CC=1)(O[CH2:19][C:20]([F:23])([F:22])[F:21])(=O)=O.Cl, predict the reaction product. The product is: [F:21][C:20]([F:23])([F:22])[CH2:19][O:11][C:6]1[CH:7]=[C:8]([CH3:10])[CH:9]=[C:4]([CH3:3])[C:5]=1[CH2:12][CH:13]=[CH2:14]. (3) The product is: [Br:1][C:2]1[C:3]([CH3:9])=[CH:4][C:5]2[N:6]([C:32]([NH:31][C:33]([CH3:36])([CH3:35])[CH3:34])=[C:14]([C:13]3[CH:16]=[CH:17][CH:18]=[C:11]([Cl:10])[CH:12]=3)[N:8]=2)[CH:7]=1. Given the reactants [Br:1][C:2]1[C:3]([CH3:9])=[CH:4][C:5]([NH2:8])=[N:6][CH:7]=1.[Cl:10][C:11]1[CH:12]=[C:13]([CH:16]=[CH:17][CH:18]=1)[CH:14]=O.O.C1(C)C=CC(S(O)(=O)=O)=CC=1.[N+:31]([C:33]([CH3:36])([CH3:35])[CH3:34])#[C-:32], predict the reaction product. (4) The product is: [Cl:1][C:2]1[CH:3]=[C:4]([N:8]([CH2:9][C:10]2[C:19]3[C:14](=[C:15]([F:20])[CH:16]=[CH:17][CH:18]=3)[NH:13][C:12](=[O:21])[CH:11]=2)[C:26](=[O:27])[C:25]2[CH:29]=[CH:30][CH:31]=[CH:32][C:24]=2[O:23][CH3:22])[CH:5]=[CH:6][CH:7]=1. Given the reactants [Cl:1][C:2]1[CH:3]=[C:4]([NH:8][CH2:9][C:10]2[C:19]3[C:14](=[C:15]([F:20])[CH:16]=[CH:17][CH:18]=3)[NH:13][C:12](=[O:21])[CH:11]=2)[CH:5]=[CH:6][CH:7]=1.[CH3:22][O:23][C:24]1[CH:32]=[CH:31][CH:30]=[CH:29][C:25]=1[C:26](Cl)=[O:27], predict the reaction product. (5) Given the reactants Cl[C:2]1[C:7]([C:8]([N:10]2[C@H:15]([CH3:16])[CH2:14][CH2:13][C@@H:12]([O:17][C:18]3[C:23]([CH3:24])=[C:22]([C:25]#[N:26])[CH:21]=[CH:20][N:19]=3)[CH2:11]2)=[O:9])=[CH:6][CH:5]=[C:4]([O:27][CH3:28])[N:3]=1.C(=O)([O-])[O-].[Cs+].[Cs+].[CH3:35][S-:36].[Na+], predict the reaction product. The product is: [CH3:28][O:27][C:4]1[N:3]=[C:2]([S:36][CH3:35])[C:7]([C:8]([N:10]2[C@H:15]([CH3:16])[CH2:14][CH2:13][C@@H:12]([O:17][C:18]3[C:23]([CH3:24])=[C:22]([C:25]#[N:26])[CH:21]=[CH:20][N:19]=3)[CH2:11]2)=[O:9])=[CH:6][CH:5]=1.